Task: Regression. Given two drug SMILES strings and cell line genomic features, predict the synergy score measuring deviation from expected non-interaction effect.. Dataset: NCI-60 drug combinations with 297,098 pairs across 59 cell lines (1) Drug 1: C1CCC(CC1)NC(=O)N(CCCl)N=O. Drug 2: CC=C1C(=O)NC(C(=O)OC2CC(=O)NC(C(=O)NC(CSSCCC=C2)C(=O)N1)C(C)C)C(C)C. Cell line: NCI-H460. Synergy scores: CSS=37.8, Synergy_ZIP=-2.01, Synergy_Bliss=-0.870, Synergy_Loewe=-21.3, Synergy_HSA=-0.155. (2) Drug 1: C1=CN(C=N1)CC(O)(P(=O)(O)O)P(=O)(O)O. Drug 2: CN(CC1=CN=C2C(=N1)C(=NC(=N2)N)N)C3=CC=C(C=C3)C(=O)NC(CCC(=O)O)C(=O)O. Cell line: 786-0. Synergy scores: CSS=62.7, Synergy_ZIP=4.62, Synergy_Bliss=2.52, Synergy_Loewe=-9.69, Synergy_HSA=1.28.